This data is from CYP1A2 inhibition data for predicting drug metabolism from PubChem BioAssay. The task is: Regression/Classification. Given a drug SMILES string, predict its absorption, distribution, metabolism, or excretion properties. Task type varies by dataset: regression for continuous measurements (e.g., permeability, clearance, half-life) or binary classification for categorical outcomes (e.g., BBB penetration, CYP inhibition). Dataset: cyp1a2_veith. The compound is O=C(Nc1cccc(F)c1)N1CC2(CCN(C(=O)c3cccc(F)c3)CC2)C1. The result is 0 (non-inhibitor).